This data is from Full USPTO retrosynthesis dataset with 1.9M reactions from patents (1976-2016). The task is: Predict the reactants needed to synthesize the given product. (1) Given the product [C:6]([O:10][C:11]([N:13]1[C@@H:18]([C@@H:19]([OH:34])[C@@H:20]([NH:30][C:31](=[O:33])[CH3:32])[CH2:21][C:22]2[CH:27]=[C:26]([F:28])[CH:25]=[C:24]([CH2:2][CH2:3][CH3:4])[CH:23]=2)[CH2:17][O:16][C@@H:15]([O:35][CH2:36][C:37]([CH3:40])([CH3:39])[CH3:38])[C@@H:14]1[CH3:41])=[O:12])([CH3:9])([CH3:8])[CH3:7], predict the reactants needed to synthesize it. The reactants are: [Br-].[CH2:2]([Zn+])[CH2:3][CH3:4].[C:6]([O:10][C:11]([N:13]1[C@@H:18]([C@@H:19]([OH:34])[C@@H:20]([NH:30][C:31](=[O:33])[CH3:32])[CH2:21][C:22]2[CH:27]=[C:26]([F:28])[CH:25]=[C:24](Br)[CH:23]=2)[CH2:17][O:16][C@@H:15]([O:35][CH2:36][C:37]([CH3:40])([CH3:39])[CH3:38])[C@@H:14]1[CH3:41])=[O:12])([CH3:9])([CH3:8])[CH3:7]. (2) The reactants are: NCCCO[C:6]1[CH:29]=[CH:28][C:9]([CH2:10][N:11]2[C:19]([O:20][CH3:21])=[N:18][C:17]3[C:12]2=[N:13][C:14]([O:23][CH2:24][CH2:25][CH2:26][CH3:27])=[N:15][C:16]=3[NH2:22])=[CH:8][CH:7]=1.[CH3:30][O:31][C:32]([CH2:34][C:35]1[CH:36]=[C:37]([CH:40]=[CH:41][CH:42]=1)[CH:38]=O)=[O:33].[C:43]([BH3-])#[N:44].[Na+].[C:47](O)(=[O:49])[CH3:48]. Given the product [CH2:24]([O:23][C:14]1[N:13]=[C:12]2[C:17]([N:18]=[C:19]([O:20][CH3:21])[N:11]2[CH:10]([O:49][CH2:47][CH2:48][CH2:43][NH:44][CH2:38][C:37]2[CH:40]=[CH:41][CH:42]=[C:35]([CH2:34][C:32]([O:31][CH3:30])=[O:33])[CH:36]=2)[C:9]2[CH:28]=[CH:29][CH:6]=[CH:7][CH:8]=2)=[C:16]([NH2:22])[N:15]=1)[CH2:25][CH2:26][CH3:27], predict the reactants needed to synthesize it. (3) The reactants are: Cl[C:2]1[N:3]=[C:4]([NH:21][C:22]2[CH:30]=[C:29]3[C:25]([CH:26]=[N:27][NH:28]3)=[CH:24][CH:23]=2)[C:5]2[CH:10]=[CH:9][N:8]([S:11]([C:14]3[CH:20]=[CH:19][C:17]([CH3:18])=[CH:16][CH:15]=3)(=[O:13])=[O:12])[C:6]=2[N:7]=1.[NH2:31][C:32]1[CH:37]=[CH:36][C:35]([N:38]2[CH2:43][CH2:42][CH:41]([OH:44])[CH2:40][CH2:39]2)=[CH:34][CH:33]=1.C[Si](Cl)(C)C. Given the product [NH:28]1[C:29]2[C:25](=[CH:24][CH:23]=[C:22]([NH:21][C:4]3[C:5]4[CH:10]=[CH:9][N:8]([S:11]([C:14]5[CH:20]=[CH:19][C:17]([CH3:18])=[CH:16][CH:15]=5)(=[O:13])=[O:12])[C:6]=4[N:7]=[C:2]([NH:31][C:32]4[CH:37]=[CH:36][C:35]([N:38]5[CH2:39][CH2:40][CH:41]([OH:44])[CH2:42][CH2:43]5)=[CH:34][CH:33]=4)[N:3]=3)[CH:30]=2)[CH:26]=[N:27]1, predict the reactants needed to synthesize it. (4) Given the product [CH2:6]([O:8][C:9]1[CH:14]=[CH:13][C:12]([C:15]2[Se:16][C:17]([CH:22]=[O:23])=[CH:18][CH:19]=2)=[C:11]([F:20])[C:10]=1[F:21])[CH3:7], predict the reactants needed to synthesize it. The reactants are: [Li]CCCC.[CH2:6]([O:8][C:9]1[CH:14]=[CH:13][C:12]([C:15]2[Se:16][CH:17]=[CH:18][CH:19]=2)=[C:11]([F:20])[C:10]=1[F:21])[CH3:7].[CH:22](N1CCOCC1)=[O:23]. (5) Given the product [OH:23][CH2:22][CH2:21][CH2:20][N:2]1[CH2:7][CH2:6][CH:5]([C:8]2[NH:9][C:10](=[O:18])[C:11]3[C:16]([CH:17]=2)=[CH:15][CH:14]=[CH:13][CH:12]=3)[CH2:4][CH2:3]1, predict the reactants needed to synthesize it. The reactants are: Cl.[NH:2]1[CH2:7][CH2:6][CH:5]([C:8]2[NH:9][C:10](=[O:18])[C:11]3[C:16]([CH:17]=2)=[CH:15][CH:14]=[CH:13][CH:12]=3)[CH2:4][CH2:3]1.Br[CH2:20][CH2:21][CH2:22][OH:23].